From a dataset of Full USPTO retrosynthesis dataset with 1.9M reactions from patents (1976-2016). Predict the reactants needed to synthesize the given product. (1) Given the product [CH2:1]([N:8]1[CH2:13][CH2:12][O:11][CH:10]([CH:25]([CH:24]2[CH2:23][CH2:27]2)[OH:26])[C:9]1=[O:14])[C:2]1[CH:3]=[CH:4][CH:5]=[CH:6][CH:7]=1.[CH2:1]([N:8]1[CH2:13][CH2:12][O:11][CH2:10][C:9]1=[O:14])[C:2]1[CH:3]=[CH:4][CH:5]=[CH:6][CH:7]=1, predict the reactants needed to synthesize it. The reactants are: [CH2:1]([N:8]1[CH2:13][CH2:12][O:11][CH2:10][C:9]1=[O:14])[C:2]1[CH:7]=[CH:6][CH:5]=[CH:4][CH:3]=1.C([N-]C(C)C)(C)C.[Li+].[CH2:23]1[CH2:27][O:26][CH2:25][CH2:24]1. (2) Given the product [OH:1][C:2]12[CH2:11][CH:6]3[CH2:7][CH:8]([CH2:10][C:4]([C:12]([O:17][C:18](=[O:21])[CH:19]=[CH2:20])([CH2:15][CH3:16])[CH2:13][CH3:14])([CH2:5]3)[CH2:3]1)[CH2:9]2, predict the reactants needed to synthesize it. The reactants are: [OH:1][C:2]12[CH2:11][CH:6]3[CH2:7][CH:8]([CH2:10][C:4]([C:12]([OH:17])([CH2:15][CH3:16])[CH2:13][CH3:14])([CH2:5]3)[CH2:3]1)[CH2:9]2.[C:18](Cl)(=[O:21])[CH:19]=[CH2:20].C(N(CC)CC)C.